This data is from NCI-60 drug combinations with 297,098 pairs across 59 cell lines. The task is: Regression. Given two drug SMILES strings and cell line genomic features, predict the synergy score measuring deviation from expected non-interaction effect. (1) Drug 1: CC1=C(C(=O)C2=C(C1=O)N3CC4C(C3(C2COC(=O)N)OC)N4)N. Drug 2: C1CN(P(=O)(OC1)NCCCl)CCCl. Cell line: HCC-2998. Synergy scores: CSS=29.7, Synergy_ZIP=0.193, Synergy_Bliss=-0.653, Synergy_Loewe=-1.22, Synergy_HSA=5.08. (2) Drug 1: CCCCCOC(=O)NC1=NC(=O)N(C=C1F)C2C(C(C(O2)C)O)O. Drug 2: COC1=C2C(=CC3=C1OC=C3)C=CC(=O)O2. Cell line: SW-620. Synergy scores: CSS=-11.7, Synergy_ZIP=5.92, Synergy_Bliss=0.640, Synergy_Loewe=-9.41, Synergy_HSA=-10.3. (3) Drug 1: C1CC(=O)NC(=O)C1N2CC3=C(C2=O)C=CC=C3N. Drug 2: C(CC(=O)O)C(=O)CN.Cl. Cell line: HS 578T. Synergy scores: CSS=5.93, Synergy_ZIP=-2.46, Synergy_Bliss=-1.43, Synergy_Loewe=-3.72, Synergy_HSA=-2.25. (4) Drug 1: CCC1(CC2CC(C3=C(CCN(C2)C1)C4=CC=CC=C4N3)(C5=C(C=C6C(=C5)C78CCN9C7C(C=CC9)(C(C(C8N6C)(C(=O)OC)O)OC(=O)C)CC)OC)C(=O)OC)O.OS(=O)(=O)O. Drug 2: CC1C(C(CC(O1)OC2CC(CC3=C2C(=C4C(=C3O)C(=O)C5=C(C4=O)C(=CC=C5)OC)O)(C(=O)CO)O)N)O.Cl. Cell line: SW-620. Synergy scores: CSS=47.0, Synergy_ZIP=-8.07, Synergy_Bliss=-6.62, Synergy_Loewe=-2.55, Synergy_HSA=-0.632.